From a dataset of Reaction yield outcomes from USPTO patents with 853,638 reactions. Predict the reaction yield, written as a fraction of the theoretical maximum amount of product (1.0 means a 100% yield; for example, 0.34 means a 34% yield). The reactants are [C:1]([O:5][C:6]([N:8]1[CH2:14][C:13]2[CH:15]=[C:16]([Cl:19])[CH:17]=[CH:18][C:12]=2[NH:11][C:10](=O)[CH2:9]1)=[O:7])([CH3:4])([CH3:3])[CH3:2].COC1C=CC(P2(=S)SP(=S)(C3C=CC(OC)=CC=3)[S:30]2)=CC=1. The catalyst is O1CCCC1. The product is [C:1]([O:5][C:6]([N:8]1[CH2:14][C:13]2[CH:15]=[C:16]([Cl:19])[CH:17]=[CH:18][C:12]=2[NH:11][C:10](=[S:30])[CH2:9]1)=[O:7])([CH3:4])([CH3:3])[CH3:2]. The yield is 0.864.